From a dataset of Full USPTO retrosynthesis dataset with 1.9M reactions from patents (1976-2016). Predict the reactants needed to synthesize the given product. (1) Given the product [F:1][C:2]1[CH:3]=[C:4]([N:5]2[C:26](=[O:27])[CH:25]=[C:24]([CH3:30])[N:20]=[C:21]2[CH3:23])[CH:6]=[CH:7][C:8]=1[CH2:9][N:10]1[CH2:15][CH2:14][O:13][CH2:12][CH2:11]1, predict the reactants needed to synthesize it. The reactants are: [F:1][C:2]1[CH:3]=[C:4]([CH:6]=[CH:7][C:8]=1[CH2:9][N:10]1[CH2:15][CH2:14][O:13][CH2:12][CH2:11]1)[NH2:5].C[Al](C)C.[NH:20](/[C:24](/[CH3:30])=[CH:25]\[C:26](OC)=[O:27])[C:21]([CH3:23])=O. (2) Given the product [CH3:1][S:2]([OH:5])(=[O:4])=[O:3].[CH3:20][O:19][C:16]1[CH:17]=[CH:18][C:13]([C:9]2[O:8][C:7]([CH3:28])([CH3:6])[C:11](=[O:12])[C:10]=2[C:13]2[CH:14]=[CH:15][C:16]([O:19][CH2:20][C:21]3[CH:26]=[CH:25][C:24]([CH3:27])=[CH:23][N:22]=3)=[CH:17][CH:18]=2)=[CH:14][CH:15]=1, predict the reactants needed to synthesize it. The reactants are: [CH3:1][S:2]([OH:5])(=[O:4])=[O:3].[CH3:6][C:7]1([CH3:28])[C:11](=[O:12])[C:10]([C:13]2[CH:18]=[CH:17][C:16]([O:19][CH2:20][C:21]3[CH:26]=[CH:25][C:24]([CH3:27])=[CH:23][N:22]=3)=[CH:15][CH:14]=2)=[CH:9][O:8]1. (3) The reactants are: C(OC([N:11]1[CH:15]=[CH:14][S:13][CH:12]1[CH:16]([CH:18]1[CH2:22][CH2:21][NH:20][CH2:19]1)[OH:17])=O)C1C=CC=CC=1.C[Si](I)(C)C.Cl.CCCCCC. Given the product [NH:20]1[CH2:21][CH2:22][CH:18]([CH:16]([C:12]2[S:13][CH:14]=[CH:15][N:11]=2)[OH:17])[CH2:19]1, predict the reactants needed to synthesize it. (4) Given the product [CH2:1]([O:3][C:4]([N:6]1[CH2:7][CH2:8][CH:9]([NH:12][S:13]([C:16]2[C:25]3[C:20](=[CH:21][CH:22]=[CH:23][CH:24]=3)[C:19]([CH2:26][NH:27][C:37](=[O:38])[C:36]3[CH:40]=[CH:41][CH:42]=[CH:43][C:35]=3[CH3:34])=[CH:18][CH:17]=2)(=[O:14])=[O:15])[CH2:10][CH2:11]1)=[O:5])[CH3:2], predict the reactants needed to synthesize it. The reactants are: [CH2:1]([O:3][C:4]([N:6]1[CH2:11][CH2:10][CH:9]([NH:12][S:13]([C:16]2[C:25]3[C:20](=[CH:21][CH:22]=[CH:23][CH:24]=3)[C:19]([CH2:26][NH2:27])=[CH:18][CH:17]=2)(=[O:15])=[O:14])[CH2:8][CH2:7]1)=[O:5])[CH3:2].N1C=CC=CC=1.[CH3:34][C:35]1[CH:43]=[CH:42][CH:41]=[CH:40][C:36]=1[C:37](Cl)=[O:38]. (5) Given the product [CH3:15][O:14][C:12]([C:9]1[CH:10]=[C:11]2[C:6](=[CH:7][C:8]=1[O:16][CH3:17])[N:5]=[CH:4][CH:3]=[C:2]2[O:18][C:19]1[CH:20]=[C:21]2[C:25](=[CH:26][CH:27]=1)[NH:24][CH:23]=[CH:22]2)=[O:13], predict the reactants needed to synthesize it. The reactants are: Cl[C:2]1[C:11]2[C:6](=[CH:7][C:8]([O:16][CH3:17])=[C:9]([C:12]([O:14][CH3:15])=[O:13])[CH:10]=2)[N:5]=[CH:4][CH:3]=1.[OH:18][C:19]1[CH:20]=[C:21]2[C:25](=[CH:26][CH:27]=1)[NH:24][CH:23]=[CH:22]2.C(N(C(C)C)CC)(C)C. (6) Given the product [Br:22][CH:23]([CH2:27][C:28]1[CH:33]=[CH:32][CH:31]=[CH:30][CH:29]=1)[C:24]([NH:1][C:2]1[CH:7]=[C:6]([CH3:8])[CH:5]=[C:4]([CH3:9])[C:3]=1[OH:10])=[O:25], predict the reactants needed to synthesize it. The reactants are: [NH2:1][C:2]1[CH:7]=[C:6]([CH3:8])[CH:5]=[C:4]([CH3:9])[C:3]=1[OH:10].C(OCC)(=O)C.C(=O)([O-])O.[Na+].[Br:22][CH:23]([CH2:27][C:28]1[CH:33]=[CH:32][CH:31]=[CH:30][CH:29]=1)[C:24](Cl)=[O:25]. (7) The reactants are: C(O[C:4](=[O:8])/[CH:5]=[CH:6]\[O-])C.[Na+].Cl.[CH:11]1([C:14](=[NH:16])[NH2:15])[CH2:13][CH2:12]1. Given the product [CH:11]1([C:14]2[N:16]=[C:4]([OH:8])[CH:5]=[CH:6][N:15]=2)[CH2:13][CH2:12]1, predict the reactants needed to synthesize it. (8) Given the product [C:2]([O:6][C:7](=[O:13])[C@@H:8]([NH:9][CH2:26][C:25]1[CH:28]=[CH:29][CH:30]=[CH:31][C:24]=1[N+:21]([O-:23])=[O:22])[CH:10]([CH3:11])[CH3:12])([CH3:5])([CH3:4])[CH3:3], predict the reactants needed to synthesize it. The reactants are: Cl.[C:2]([O:6][C:7](=[O:13])[C@H:8]([CH:10]([CH3:12])[CH3:11])[NH2:9])([CH3:5])([CH3:4])[CH3:3].C(N(CC)CC)C.[N+:21]([C:24]1[CH:31]=[CH:30][CH:29]=[CH:28][C:25]=1[CH2:26]Cl)([O-:23])=[O:22].